Dataset: Full USPTO retrosynthesis dataset with 1.9M reactions from patents (1976-2016). Task: Predict the reactants needed to synthesize the given product. (1) Given the product [Br:1][C:2]1[C:3]([S:31]([NH:32][C:33]2[S:37][N:36]=[CH:35][N:34]=2)(=[O:50])=[O:49])=[CH:4][C:5]2[O:9][C:8](=[O:10])[N:7]([C@@H:11]([C:13]3[CH:14]=[CH:15][CH:16]=[C:17]4[C:22]=3[CH2:21][NH:20][CH2:19][CH2:18]4)[CH3:12])[C:6]=2[CH:30]=1, predict the reactants needed to synthesize it. The reactants are: [Br:1][C:2]1[C:3]([S:31](=[O:50])(=[O:49])[N:32](CC2C=CC(OC)=CC=2OC)[C:33]2[S:37][N:36]=[CH:35][N:34]=2)=[CH:4][C:5]2[O:9][C:8](=[O:10])[N:7]([C@@H:11]([C:13]3[CH:14]=[CH:15][CH:16]=[C:17]4[C:22]=3[CH2:21][N:20](C(OC(C)(C)C)=O)[CH2:19][CH2:18]4)[CH3:12])[C:6]=2[CH:30]=1.C(Cl)Cl.C(O)(C(F)(F)F)=O. (2) Given the product [O:1]1[C:6]2[CH:7]=[CH:8][C:9]([CH2:11][NH:12][C:13]3[CH:14]=[C:15]([CH:18]=[C:19]([F:31])[CH:20]=3)[C:16]#[N:17])=[CH:10][C:5]=2[O:4][CH2:3][CH2:2]1, predict the reactants needed to synthesize it. The reactants are: [O:1]1[C:6]2[CH:7]=[CH:8][C:9]([CH2:11][NH:12][C:13]3[CH:14]=[C:15]([CH:18]=[CH:19][C:20]=3F)[C:16]#[N:17])=[CH:10][C:5]=2[O:4][CH2:3][CH2:2]1.NC1C=C(C=CC=1[F:31])C#N.O1C2C=CC(C=O)=CC=2OCC1. (3) The reactants are: [CH2:1]([O:3][C:4]1[C:8]([CH2:9][CH2:10][C:11](OCC)=[O:12])=[CH:7][N:6]([C:16]2[CH:21]=[C:20]([C:22]([F:25])([F:24])[F:23])[CH:19]=[CH:18][N:17]=2)[N:5]=1)[CH3:2].[H-].C([Al+]CC(C)C)C(C)C.Cl. Given the product [CH2:1]([O:3][C:4]1[C:8]([CH2:9][CH2:10][CH2:11][OH:12])=[CH:7][N:6]([C:16]2[CH:21]=[C:20]([C:22]([F:23])([F:25])[F:24])[CH:19]=[CH:18][N:17]=2)[N:5]=1)[CH3:2], predict the reactants needed to synthesize it. (4) Given the product [F:1][C:2]1[CH:10]=[CH:9][CH:8]=[C:7]([F:11])[C:3]=1[C:4](=[O:5])[C:18]1[CH:17]=[CH:16][C:13]([O:14][CH3:15])=[C:12]([O:20][CH3:21])[CH:19]=1, predict the reactants needed to synthesize it. The reactants are: [F:1][C:2]1[CH:10]=[CH:9][CH:8]=[C:7]([F:11])[C:3]=1[C:4](Cl)=[O:5].[C:12]1([O:20][CH3:21])[C:13](=[CH:16][CH:17]=[CH:18][CH:19]=1)[O:14][CH3:15]. (5) Given the product [ClH:26].[CH:1]1([C:5]2[CH:10]=[CH:9][C:8]([C:21]3[CH:22]=[CH:23][C:18]([NH2:17])=[N:19][CH:20]=3)=[C:7]([F:14])[C:6]=2[O:15][CH3:16])[CH2:4][CH2:3][CH2:2]1, predict the reactants needed to synthesize it. The reactants are: [CH:1]1([C:5]2[CH:10]=[CH:9][C:8](B(O)O)=[C:7]([F:14])[C:6]=2[O:15][CH3:16])[CH2:4][CH2:3][CH2:2]1.[NH2:17][C:18]1[CH:23]=[CH:22][C:21](Br)=[CH:20][N:19]=1.C(Cl)[Cl:26].[OH-].[K+]. (6) Given the product [OH:34][CH2:33][C:32]([NH:31][C:12]1[N:13]=[C:8]([C:5]2[CH:6]=[CH:7][C:2]([F:1])=[CH:3][C:4]=2[CH3:30])[C:9]2[CH:21]=[CH:20][C:19](=[O:22])[N:18]([C:23]3[CH:28]=[CH:27][CH:26]=[CH:25][C:24]=3[F:29])[C:10]=2[N:11]=1)([CH3:37])[CH2:35][OH:36], predict the reactants needed to synthesize it. The reactants are: [F:1][C:2]1[CH:7]=[CH:6][C:5]([C:8]2[C:9]3[CH:21]=[CH:20][C:19](=[O:22])[N:18]([C:23]4[CH:28]=[CH:27][CH:26]=[CH:25][C:24]=4[F:29])[C:10]=3[N:11]=[C:12](S(C)(=O)=O)[N:13]=2)=[C:4]([CH3:30])[CH:3]=1.[NH2:31][C:32]([CH3:37])([CH2:35][OH:36])[CH2:33][OH:34]. (7) Given the product [F:18][C:12]1[CH:13]=[C:14]([F:17])[CH:15]=[CH:16][C:11]=1[C:9]1[CH:8]=[C:4]([CH:3]=[C:2]([C:23]2[CH:22]=[N:21][C:20]([CH3:19])=[N:25][CH:24]=2)[N:10]=1)[C:5]([OH:7])=[O:6], predict the reactants needed to synthesize it. The reactants are: Cl[C:2]1[CH:3]=[C:4]([CH:8]=[C:9]([C:11]2[CH:16]=[CH:15][C:14]([F:17])=[CH:13][C:12]=2[F:18])[N:10]=1)[C:5]([OH:7])=[O:6].[CH3:19][C:20]1[N:25]=[CH:24][C:23](B(O)O)=[CH:22][N:21]=1.[Na+].[Na+].[Na+].P(C1C=C(S([O-])(=O)=O)C=CC=1)(C1C=C(S([O-])(=O)=O)C=CC=1)C1C=C(S([O-])(=O)=O)C=CC=1.C(NC(C)C)(C)C. (8) Given the product [Br:41][C:16]1[C:17]2[C:22]([C:23]3[CH:28]=[CH:27][CH:26]=[CH:25][CH:24]=3)=[CH:21][O:20][C:18]=2[N:19]=[C:14]([S:13][CH3:12])[N:15]=1, predict the reactants needed to synthesize it. The reactants are: C1CCN2C(=NCCC2)CC1.[CH3:12][S:13][C:14]1[NH:15][C:16](=O)[C:17]2[C:22]([C:23]3[CH:28]=[CH:27][CH:26]=[CH:25][CH:24]=3)=[CH:21][O:20][C:18]=2[N:19]=1.C(N(C(C)C)CC)(C)C.P(Br)(Br)([Br:41])=O.